From a dataset of Full USPTO retrosynthesis dataset with 1.9M reactions from patents (1976-2016). Predict the reactants needed to synthesize the given product. (1) The reactants are: [CH2:1]([Cl:3])Cl.[CH3:4][CH:5]([O:11][C:12]1[CH:13]=[CH:14][CH:15]=[C:16]2[C:21]=1[N:20]=C[CH:18]=[CH:17]2)[CH2:6][C:7]([CH3:10])([CH3:9])[CH3:8].C1C=C(Cl)C=C(C(OO)=O)C=1. Given the product [Cl:3][C:1]1[CH:18]=[CH:17][C:16]2[C:21](=[C:12]([O:11][CH:5]([CH3:4])[CH2:6][C:7]([CH3:10])([CH3:9])[CH3:8])[CH:13]=[CH:14][CH:15]=2)[N:20]=1, predict the reactants needed to synthesize it. (2) Given the product [CH2:2]([N:6]1[C:10]([CH3:11])=[C:9]([CH3:12])[S:8]/[C:7]/1=[CH:13]\[C:24]([C:14]1[C:23]2[C:18](=[CH:19][CH:20]=[CH:21][CH:22]=2)[CH:17]=[CH:16][CH:15]=1)=[O:25])[CH2:3][CH2:4][CH3:5], predict the reactants needed to synthesize it. The reactants are: [I-].[CH2:2]([N+:6]1[C:10]([CH3:11])=[C:9]([CH3:12])[S:8][C:7]=1[CH3:13])[CH2:3][CH2:4][CH3:5].[C:14]1([C:24](Cl)=[O:25])[C:23]2[C:18](=[CH:19][CH:20]=[CH:21][CH:22]=2)[CH:17]=[CH:16][CH:15]=1. (3) Given the product [CH:1]([C@H:14]1[NH:19][CH2:18][C@@H:17]([NH:20][CH2:30][C@@H:22]([OH:21])[CH2:23][C:24]2[CH:29]=[CH:28][CH:27]=[CH:26][CH:25]=2)[CH2:16][CH2:15]1)([C:8]1[CH:13]=[CH:12][CH:11]=[CH:10][CH:9]=1)[C:2]1[CH:3]=[CH:4][CH:5]=[CH:6][CH:7]=1, predict the reactants needed to synthesize it. The reactants are: [CH:1]([C@H:14]1[NH:19][CH2:18][C@@H:17]([NH2:20])[CH2:16][CH2:15]1)([C:8]1[CH:13]=[CH:12][CH:11]=[CH:10][CH:9]=1)[C:2]1[CH:7]=[CH:6][CH:5]=[CH:4][CH:3]=1.[O:21]1[CH2:30][CH:22]1[CH2:23][C:24]1[CH:29]=[CH:28][CH:27]=[CH:26][CH:25]=1. (4) Given the product [C:20]1([C:2]2[N:30]=[C:10]3[C:9]4[CH:12]=[CH:13][CH:14]=[CH:15][C:8]=4[NH:7][C:6]4[N:16]=[CH:17][CH:18]=[CH:19][C:5]=4[N:4]3[CH:3]=2)[CH:25]=[CH:24][CH:23]=[CH:22][CH:21]=1, predict the reactants needed to synthesize it. The reactants are: O=[C:2]([C:20]1[CH:25]=[CH:24][CH:23]=[CH:22][CH:21]=1)[CH2:3][N:4]1[C:10](=O)[C:9]2[CH:12]=[CH:13][CH:14]=[CH:15][C:8]=2[NH:7][C:6]2[N:16]=[CH:17][CH:18]=[CH:19][C:5]1=2.C([O-])(=O)C.[NH4+:30]. (5) Given the product [CH2:9]([C:2]1[C:7]([CH3:8])=[CH:6][CH:5]=[CH:4][N:3]=1)[CH3:10], predict the reactants needed to synthesize it. The reactants are: Br[C:2]1[C:7]([CH3:8])=[CH:6][CH:5]=[CH:4][N:3]=1.[CH2:9](B(O)O)[CH3:10]. (6) Given the product [CH2:1]([N:8]1[C:12]2=[N:13][CH:14]=[CH:15][C:16]([O:17][CH2:24][C:23]([O:22][CH2:21][CH3:20])=[O:25])=[C:11]2[CH:10]=[C:9]1[CH3:18])[C:2]1[CH:3]=[CH:4][CH:5]=[CH:6][CH:7]=1, predict the reactants needed to synthesize it. The reactants are: [CH2:1]([N:8]1[C:12]2[N:13]=[CH:14][CH:15]=[C:16]([OH:17])[C:11]=2[CH:10]=[C:9]1[CH3:18])[C:2]1[CH:7]=[CH:6][CH:5]=[CH:4][CH:3]=1.Br[CH2:20][CH2:21][O:22][C:23](=[O:25])[CH3:24].C([O-])([O-])=O.[K+].[K+]. (7) Given the product [CH3:11][O:10][C:8]([C:6]1[CH:5]=[C:4]([C:17]2[CH:18]=[CH:19][CH:20]=[CH:21][C:16]=2[Br:15])[CH:3]=[C:2]([NH2:1])[CH:7]=1)=[O:9], predict the reactants needed to synthesize it. The reactants are: [NH2:1][C:2]1[CH:3]=[C:4](B(O)O)[CH:5]=[C:6]([C:8]([O:10][CH3:11])=[O:9])[CH:7]=1.[Br:15][C:16]1[CH:21]=[CH:20][CH:19]=[CH:18][C:17]=1Br.C(=O)([O-])[O-].[K+].[K+].C1(C)C=CC=CC=1.C(O)C.